Dataset: TCR-epitope binding with 47,182 pairs between 192 epitopes and 23,139 TCRs. Task: Binary Classification. Given a T-cell receptor sequence (or CDR3 region) and an epitope sequence, predict whether binding occurs between them. (1) The epitope is LVLSVNPYV. The TCR CDR3 sequence is CASSLMASGGAETQYF. Result: 1 (the TCR binds to the epitope). (2) The epitope is GLIYNRMGAVTTEV. The TCR CDR3 sequence is CASSLVGRGLDEQYF. Result: 0 (the TCR does not bind to the epitope). (3) The TCR CDR3 sequence is CASSYDSNYGYTF. The epitope is PKYVKQNTLKLAT. Result: 1 (the TCR binds to the epitope). (4) The epitope is KAFSPEVIPMF. The TCR CDR3 sequence is CATPGEVLSPNYGYTF. Result: 1 (the TCR binds to the epitope). (5) The epitope is FSKQLQQSM. The TCR CDR3 sequence is CASSLNPSSMYTQYF. Result: 0 (the TCR does not bind to the epitope). (6) The epitope is AIMTRCLAV. The TCR CDR3 sequence is CSVELGTGVAYEQYF. Result: 0 (the TCR does not bind to the epitope). (7) The epitope is RAKFKQLL. The TCR CDR3 sequence is CASSQTSGTGREQFF. Result: 0 (the TCR does not bind to the epitope).